Dataset: Reaction yield outcomes from USPTO patents with 853,638 reactions. Task: Predict the reaction yield, written as a fraction of the theoretical maximum amount of product (1.0 means a 100% yield; for example, 0.34 means a 34% yield). The reactants are [NH:1]1[C:10]2[C:5](=[CH:6][CH:7]=[CH:8][CH:9]=2)[CH2:4][CH2:3][CH2:2]1.[N+:11]([O-])([O-:13])=[O:12].[K+].C([O-])(O)=O.[Na+]. The catalyst is OS(O)(=O)=O. The product is [N+:11]([C:8]1[CH:9]=[C:10]2[C:5]([CH2:4][CH2:3][CH2:2][NH:1]2)=[CH:6][CH:7]=1)([O-:13])=[O:12]. The yield is 0.250.